The task is: Predict the product of the given reaction.. This data is from Forward reaction prediction with 1.9M reactions from USPTO patents (1976-2016). (1) The product is: [CH:24]1([C:20]2[CH:19]=[C:18]([NH:17][C:7]3[C:8]4[CH2:9][N:10]([C:14](=[O:16])[CH3:15])[CH2:11][CH2:12][C:13]=4[N:5]([CH2:4][CH:1]4[CH2:2][CH2:3]4)[N:6]=3)[CH:23]=[CH:22][CH:21]=2)[CH2:25][CH2:26][CH2:27][CH2:28][CH2:29]1. Given the reactants [CH:1]1([CH2:4][N:5]2[C:13]3[CH2:12][CH2:11][N:10]([C:14](=[O:16])[CH3:15])[CH2:9][C:8]=3[C:7]([NH:17][C:18]3[CH:19]=[C:20]([C:24]4[CH2:25][CH2:26][CH2:27][CH2:28][CH:29]=4)[CH:21]=[CH:22][CH:23]=3)=[N:6]2)[CH2:3][CH2:2]1, predict the reaction product. (2) Given the reactants [C:1]([CH:3]([CH:7]1[C:11]([Cl:12])=[C:10](Cl)C(=O)O1)[C:4]([NH2:6])=[O:5])#[N:2].[NH2:15][C@@H:16]1[C:24]2[C:19](=[CH:20][CH:21]=[CH:22][CH:23]=2)[CH2:18][CH2:17]1, predict the reaction product. The product is: [ClH:12].[Cl:12][C:11]1[CH:7]=[C:3]([C:4]([NH2:6])=[O:5])[C:1](=[NH:2])[N:15]([C@@H:16]2[C:24]3[C:19](=[CH:20][CH:21]=[CH:22][CH:23]=3)[CH2:18][CH2:17]2)[CH:10]=1. (3) Given the reactants CC1C=CC(S(O[CH2:12][C@H:13]2[CH2:22][CH2:21][C:20]3[C:15](=[C:16]([O:23][CH3:24])[CH:17]=[CH:18][CH:19]=3)[O:14]2)(=O)=O)=CC=1.[F:25][C:26]1[CH:34]=[C:33]2[C:29]([C:30]([C:35]3[CH2:36][CH2:37][NH:38][CH2:39][CH:40]=3)=[CH:31][NH:32]2)=[CH:28][CH:27]=1, predict the reaction product. The product is: [F:25][C:26]1[CH:34]=[C:33]2[C:29]([C:30]([C:35]3[CH2:36][CH2:37][N:38]([CH2:12][C@H:13]4[CH2:22][CH2:21][C:20]5[C:15](=[C:16]([O:23][CH3:24])[CH:17]=[CH:18][CH:19]=5)[O:14]4)[CH2:39][CH:40]=3)=[CH:31][NH:32]2)=[CH:28][CH:27]=1. (4) Given the reactants [CH3:1][O:2][C:3]1[C:4]([C:21]2[CH2:26][CH2:25][C:24](=[O:27])[CH2:23][CH:22]=2)=[CH:5][C:6]([C:15]2[CH:20]=[CH:19][CH:18]=[CH:17][CH:16]=2)=[C:7]2[C:12]=1[N:11]=[C:10]([NH:13][CH3:14])[N:9]=[CH:8]2.[BH4-].[Na+].CC(C)=O.O, predict the reaction product. The product is: [OH:27][CH:24]1[CH2:25][CH2:26][C:21]([C:4]2[C:3]([O:2][CH3:1])=[C:12]3[C:7]([CH:8]=[N:9][C:10]([NH:13][CH3:14])=[N:11]3)=[C:6]([C:15]3[CH:20]=[CH:19][CH:18]=[CH:17][CH:16]=3)[CH:5]=2)=[CH:22][CH2:23]1.